From a dataset of Forward reaction prediction with 1.9M reactions from USPTO patents (1976-2016). Predict the product of the given reaction. (1) Given the reactants [O:1]1[CH2:5][CH2:4][C@H:3]([OH:6])[CH2:2]1.[Br:7][C:8]1[C:13]([CH3:14])=[CH:12][C:11](O)=[CH:10][C:9]=1[CH3:16].C1(P(C2C=CC=CC=2)C2C=CC=CC=2)C=CC=CC=1.N(C(OC(C)C)=O)=NC(OC(C)C)=O, predict the reaction product. The product is: [Br:7][C:8]1[C:13]([CH3:14])=[CH:12][C:11]([O:6][C@@H:3]2[CH2:4][CH2:5][O:1][CH2:2]2)=[CH:10][C:9]=1[CH3:16]. (2) Given the reactants [Al+3].[Cl-:2].[Cl-].[Cl-].Br[CH2:6][CH2:7][CH2:8][NH:9][CH2:10][C:11]1[CH:16]=[CH:15][CH:14]=[CH:13][C:12]=1[CH3:17].Cl, predict the reaction product. The product is: [ClH:2].[CH3:17][C:12]1[C:11]2[CH2:10][NH:9][CH2:8][CH2:7][CH2:6][C:16]=2[CH:15]=[CH:14][CH:13]=1. (3) Given the reactants [N+](=[C:3]1[C:12](=[O:13])[C:11]2[C:6](=[CH:7][CH:8]=[C:9]([O:14][CH3:15])[CH:10]=2)[O:5][C:4]1([CH2:17][CH2:18][CH2:19][OH:20])[CH3:16])=[N-].N#N, predict the reaction product. The product is: [CH3:15][O:14][C:9]1[CH:8]=[CH:7][C:6]2[O:5][C@@:4]3([CH3:16])[CH2:17][CH2:18][CH2:19][O:20][C@@H:3]3[C:12](=[O:13])[C:11]=2[CH:10]=1. (4) Given the reactants C[N:2]([CH3:21])[CH:3]=[CH:4][C:5]([C:7]1[CH:8]=[C:9]([N:13]([CH3:20])[C:14]([CH:16]2[CH2:19][CH2:18][CH2:17]2)=[O:15])[CH:10]=[CH:11][CH:12]=1)=O.NC1[C:27]([C:28]([C:30]2[O:31][CH:32]=[CH:33][CH:34]=2)=[O:29])=[CH:26][NH:25][N:24]=1, predict the reaction product. The product is: [O:31]1[CH:32]=[CH:33][CH:34]=[C:30]1[C:28]([C:27]1[CH:26]=[N:25][N:24]2[C:5]([C:7]3[CH:8]=[C:9]([N:13]([CH3:20])[C:14]([CH:16]4[CH2:17][CH2:18][CH2:19]4)=[O:15])[CH:10]=[CH:11][CH:12]=3)=[CH:4][CH:3]=[N:2][C:21]=12)=[O:29]. (5) Given the reactants F[C:2]1[CH:7]=[CH:6][C:5]([N+:8]([O-:10])=[O:9])=[CH:4][CH:3]=1.[CH3:11][C@H:12]1[CH2:17][NH:16][CH2:15][CH2:14][N:13]1[C:18]([O:20][C:21]([CH3:24])([CH3:23])[CH3:22])=[O:19].CCN(C(C)C)C(C)C.O, predict the reaction product. The product is: [CH3:11][C@H:12]1[CH2:17][N:16]([C:2]2[CH:7]=[CH:6][C:5]([N+:8]([O-:10])=[O:9])=[CH:4][CH:3]=2)[CH2:15][CH2:14][N:13]1[C:18]([O:20][C:21]([CH3:22])([CH3:24])[CH3:23])=[O:19].